From a dataset of Full USPTO retrosynthesis dataset with 1.9M reactions from patents (1976-2016). Predict the reactants needed to synthesize the given product. The reactants are: [F:1][C:2]([F:35])([F:34])[C:3]1[CH:4]=[C:5]([CH:27]=[C:28]([C:30]([F:33])([F:32])[F:31])[CH:29]=1)[C:6]([N:8]1[CH2:26][CH2:25][C:11]2([N:15]([C:16]3[CH:21]=[CH:20][CH:19]=[CH:18][C:17]=3[CH3:22])[CH:14]([CH3:23])[NH:13][C:12]2=[O:24])[CH2:10][CH2:9]1)=[O:7].[C:36]1(B(O)O)[CH:41]=[CH:40][CH:39]=[CH:38][CH:37]=1. Given the product [F:35][C:2]([F:1])([F:34])[C:3]1[CH:4]=[C:5]([CH:27]=[C:28]([C:30]([F:33])([F:32])[F:31])[CH:29]=1)[C:6]([N:8]1[CH2:9][CH2:10][C:11]2([N:15]([C:16]3[CH:21]=[CH:20][CH:19]=[CH:18][C:17]=3[CH3:22])[CH:14]([CH3:23])[N:13]([C:36]3[CH:41]=[CH:40][CH:39]=[CH:38][CH:37]=3)[C:12]2=[O:24])[CH2:25][CH2:26]1)=[O:7], predict the reactants needed to synthesize it.